Dataset: Peptide-MHC class II binding affinity with 134,281 pairs from IEDB. Task: Regression. Given a peptide amino acid sequence and an MHC pseudo amino acid sequence, predict their binding affinity value. This is MHC class II binding data. (1) The peptide sequence is EEDIEIIPIQEEEY. The MHC is DRB1_0101 with pseudo-sequence DRB1_0101. The binding affinity (normalized) is 0.0350. (2) The peptide sequence is PTSLLISWGHYPLHL. The MHC is DRB4_0101 with pseudo-sequence DRB4_0103. The binding affinity (normalized) is 0.387. (3) The peptide sequence is HGSPTFWMGSHEVNG. The MHC is DRB5_0101 with pseudo-sequence DRB5_0101. The binding affinity (normalized) is 0. (4) The peptide sequence is NGSAEVHRGAVPRRG. The MHC is HLA-DQA10301-DQB10302 with pseudo-sequence HLA-DQA10301-DQB10302. The binding affinity (normalized) is 0.188. (5) The peptide sequence is VVAVGPGRWDEDGAK. The MHC is DRB1_1101 with pseudo-sequence DRB1_1101. The binding affinity (normalized) is 0. (6) The peptide sequence is TILQRLGVLFGSRIA. The MHC is DRB1_0405 with pseudo-sequence DRB1_0405. The binding affinity (normalized) is 0.519.